From a dataset of Reaction yield outcomes from USPTO patents with 853,638 reactions. Predict the reaction yield, written as a fraction of the theoretical maximum amount of product (1.0 means a 100% yield; for example, 0.34 means a 34% yield). The reactants are [Cl:1][C:2]1[C:3]([C:35]([NH2:37])=[O:36])=[CH:4][C:5]2[N:9]=[C:8]([CH2:10][CH3:11])[N:7]([C:12]3[CH:17]=[CH:16][C:15]([CH2:18][CH2:19][NH:20][C:21]([NH:23][S:24]([C:27]4[CH:32]=[CH:31][C:30]([CH3:33])=[CH:29][CH:28]=4)(=[O:26])=[O:25])=[O:22])=[CH:14][CH:13]=3)[C:6]=2[CH:34]=1.[CH2:38](N(CC)CC)C.CS(Cl)(=O)=O.O. The catalyst is ClCCl. The product is [Cl:1][C:2]1[C:3]([C:35]([NH2:37])=[O:36])=[CH:4][C:5]2[N:9]=[C:8]([CH2:10][CH3:11])[N:7]([C:12]3[CH:13]=[CH:14][C:15]([CH2:18][CH2:19][N:20]([CH3:38])[C:21]([NH:23][S:24]([C:27]4[CH:32]=[CH:31][C:30]([CH3:33])=[CH:29][CH:28]=4)(=[O:26])=[O:25])=[O:22])=[CH:16][CH:17]=3)[C:6]=2[CH:34]=1. The yield is 0.500.